Dataset: Reaction yield outcomes from USPTO patents with 853,638 reactions. Task: Predict the reaction yield, written as a fraction of the theoretical maximum amount of product (1.0 means a 100% yield; for example, 0.34 means a 34% yield). (1) The reactants are [CH2:1]([O:3][C:4]1[CH:5]=[C:6]([CH:12]([N:18]2[C:26](=[O:27])[C:25]3[C:20](=[CH:21][CH:22]=[CH:23][C:24]=3[NH2:28])[C:19]2=[O:29])[CH2:13][S:14]([CH3:17])(=[O:16])=[O:15])[CH:7]=[CH:8][C:9]=1[O:10][CH3:11])[CH3:2].[F:30][C:31]([F:42])([F:41])[C:32](O[C:32](=[O:33])[C:31]([F:42])([F:41])[F:30])=[O:33].CCCCCC. The catalyst is CCOCC. The product is [CH2:1]([O:3][C:4]1[CH:5]=[C:6]([CH:12]([N:18]2[C:26](=[O:27])[C:25]3[C:20](=[CH:21][CH:22]=[CH:23][C:24]=3[NH:28][C:32](=[O:33])[C:31]([F:42])([F:41])[F:30])[C:19]2=[O:29])[CH2:13][S:14]([CH3:17])(=[O:16])=[O:15])[CH:7]=[CH:8][C:9]=1[O:10][CH3:11])[CH3:2]. The yield is 0.230. (2) The reactants are C1[CH:5]2[C@@H:6]3[CH:10]=[CH:9][C@H:8]([CH:4]2C=C1)[CH2:7]3.[C:11]([O:15][CH3:16])(=[O:14])C=C.C1(C=CC(O)=CC=1)O. No catalyst specified. The product is [CH3:16][O:15][C:11]([C:6]12[CH2:7][CH:8]([CH2:4][CH2:5]1)[CH:9]=[CH:10]2)=[O:14]. The yield is 0.103. (3) The reactants are C([O:3][C:4](=O)[C:5]([OH:23])([C:19]([F:22])([F:21])[F:20])[CH2:6][C:7]([C:10]1[C:18]2[O:17][CH2:16][O:15][C:14]=2[CH:13]=[CH:12][CH:11]=1)([CH3:9])[CH3:8])C.[H-].[Al+3].[Li+].[H-].[H-].[H-].C(=O)(O)[O-].[Na+]. The catalyst is C(OCC)C. The product is [O:15]1[C:14]2[CH:13]=[CH:12][CH:11]=[C:10]([C:7]([CH3:9])([CH3:8])[CH2:6][C:5]([C:19]([F:20])([F:22])[F:21])([OH:23])[CH2:4][OH:3])[C:18]=2[O:17][CH2:16]1. The yield is 0.610. (4) The reactants are [CH3:1][O:2][C:3]1[CH:4]=[C:5]([CH:8]=[CH:9][C:10]=1[O:11][CH3:12])[CH:6]=[O:7].OS([O-])=O.[Na+].[C-:18]#[N:19].[K+]. The catalyst is C(OCC)(=O)C.O. The product is [CH3:1][O:2][C:3]1[CH:4]=[C:5]([CH:6]([OH:7])[C:18]#[N:19])[CH:8]=[CH:9][C:10]=1[O:11][CH3:12]. The yield is 0.650. (5) The reactants are C([Li])CCC.C(NC(C)C)(C)C.[Li+].CC([N-]C(C)C)C.[Br:21][C:22]1[CH:27]=[C:26]([F:28])[C:25]([O:29][C:30](=[O:35])[C:31]([CH3:34])([CH3:33])[CH3:32])=[C:24]([F:36])[CH:23]=1.CN([CH:40]=[O:41])C. The catalyst is C1COCC1. The product is [Br:21][C:22]1[CH:23]=[C:24]([F:36])[C:25]([O:29][C:30](=[O:35])[C:31]([CH3:32])([CH3:33])[CH3:34])=[C:26]([F:28])[C:27]=1[CH:40]=[O:41]. The yield is 0.950. (6) The reactants are [C:1]([O:5][C:6]([NH:8][C@@H:9]([CH2:13][CH2:14][C:15]([O:17][CH3:18])=[O:16])[C:10](O)=[O:11])=[O:7])([CH3:4])([CH3:3])[CH3:2].CN1CCOCC1.ClC(OCC)=O.[BH4-].[Na+]. The catalyst is C1COCC1. The product is [C:1]([O:5][C:6]([NH:8][C@H:9]([CH2:10][OH:11])[CH2:13][CH2:14][C:15]([O:17][CH3:18])=[O:16])=[O:7])([CH3:3])([CH3:2])[CH3:4]. The yield is 0.610.